This data is from Forward reaction prediction with 1.9M reactions from USPTO patents (1976-2016). The task is: Predict the product of the given reaction. (1) Given the reactants [NH2:1][C@H:2]1[CH2:7][CH2:6][N:5]([CH2:8][CH2:9][N:10]2[C:19]3[C:14](=[CH:15][CH:16]=[C:17]([O:20][CH3:21])[CH:18]=3)[N:13]=[CH:12][C:11]2=[O:22])[CH2:4][C@H:3]1[O:23][CH3:24].[O:25]=[C:26]1[CH2:31][O:30][C:29]2[CH:32]=[CH:33][C:34]([CH:36]=O)=[N:35][C:28]=2[NH:27]1.C(O[BH-](OC(=O)C)OC(=O)C)(=O)C.[Na+], predict the reaction product. The product is: [CH3:24][O:23][C@H:3]1[C@@H:2]([NH:1][CH2:36][C:34]2[CH:33]=[CH:32][C:29]3[O:30][CH2:31][C:26](=[O:25])[NH:27][C:28]=3[N:35]=2)[CH2:7][CH2:6][N:5]([CH2:8][CH2:9][N:10]2[C:19]3[C:14](=[CH:15][CH:16]=[C:17]([O:20][CH3:21])[CH:18]=3)[N:13]=[CH:12][C:11]2=[O:22])[CH2:4]1. (2) Given the reactants C(C1[O:9][C:8](=[O:10])[C@@:7]([C@@H:17]2[CH2:22][CH2:21][CH2:20][C:19]([F:24])([F:23])[CH2:18]2)([C:11]2[CH:16]=[CH:15][CH:14]=[CH:13][CH:12]=2)[O:6]1)(C)(C)C.[OH-].[Na+], predict the reaction product. The product is: [F:23][C:19]1([F:24])[CH2:20][CH2:21][CH2:22][C@@H:17]([C@@:7]([OH:6])([C:11]2[CH:16]=[CH:15][CH:14]=[CH:13][CH:12]=2)[C:8]([OH:10])=[O:9])[CH2:18]1. (3) Given the reactants [NH:1]([C:15]([O:17][C:18]([CH3:21])([CH3:20])[CH3:19])=[O:16])[C@H:2]([C:12]([OH:14])=O)[CH2:3][C:4]1[CH:9]=[CH:8][C:7]([F:10])=[C:6]([F:11])[CH:5]=1.Cl.Cl.[NH2:24][CH2:25][C:26]1[CH:27]=[CH:28][C:29]([NH2:32])=[N:30][CH:31]=1.C1C=CC2N(O)N=NC=2C=1.CCN=C=NCCCN(C)C.Cl.C(N(C(C)C)CC)(C)C, predict the reaction product. The product is: [C:18]([O:17][C:15](=[O:16])[NH:1][C@H:2]([C:12](=[O:14])[NH:24][CH2:25][C:26]1[CH:31]=[N:30][C:29]([NH2:32])=[CH:28][CH:27]=1)[CH2:3][C:4]1[CH:9]=[CH:8][C:7]([F:10])=[C:6]([F:11])[CH:5]=1)([CH3:21])([CH3:20])[CH3:19]. (4) Given the reactants [CH3:1][C:2]1[CH:7]=[CH:6][CH:5]=[CH:4][C:3]=1[N:8]=[C:9]=[O:10].Cl[C:12]1[CH:17]=[CH:16][CH:15]=[C:14](C)[C:13]=1[N:19]=C=O.[CH2:22]1[CH2:27][CH2:26][CH:25]([CH2:28][C@H:29]([NH:33][C:34]([O:36]CC2C3C(=CC=CC=3)C3C2=CC=CC=3)=O)[C:30]([OH:32])=[O:31])[CH2:24][CH2:23]1, predict the reaction product. The product is: [CH:25]1([CH2:28][C@@H:29]([C:30]([OH:32])=[O:31])[NH:33][C:34]([C:12]2[C:13]([NH:19][C:9]([NH:8][C:3]3[CH:4]=[CH:5][CH:6]=[CH:7][C:2]=3[CH3:1])=[O:10])=[CH:14][C:15]3[C:16](=[CH:1][CH:2]=[CH:3][CH:4]=3)[CH:17]=2)=[O:36])[CH2:24][CH2:23][CH2:22][CH2:27][CH2:26]1. (5) Given the reactants [C:1]([O:5][C:6](=[O:22])[NH:7][C:8]1[CH:13]=[C:12]([N:14]([CH3:16])[CH3:15])[C:11]([C:17]([F:20])([F:19])[F:18])=[CH:10][C:9]=1[NH2:21])([CH3:4])([CH3:3])[CH3:2].C([O:27][C:28](=O)[CH2:29][C:30]([C:32]1[CH:37]=[CH:36][CH:35]=[C:34]([C:38]2[C:39]([CH3:45])=[N:40][C:41]([CH3:44])=[CH:42][CH:43]=2)[CH:33]=1)=[O:31])(C)(C)C, predict the reaction product. The product is: [C:1]([O:5][C:6](=[O:22])[NH:7][C:8]1[CH:13]=[C:12]([N:14]([CH3:16])[CH3:15])[C:11]([C:17]([F:20])([F:19])[F:18])=[CH:10][C:9]=1[NH:21][C:28](=[O:27])[CH2:29][C:30]([C:32]1[CH:37]=[CH:36][CH:35]=[C:34]([C:38]2[C:39]([CH3:45])=[N:40][C:41]([CH3:44])=[CH:42][CH:43]=2)[CH:33]=1)=[O:31])([CH3:4])([CH3:2])[CH3:3]. (6) Given the reactants [ClH:1].[CH2:2]([N:4]([CH2:7][C:8]([O:10][CH:11]1[CH2:16][CH2:15][N:14]([C:17]2[S:18][C:19](/[CH:22]=[C:23](\[C:34]#[N:35])/[C:24]3[CH:29]=[CH:28][C:27]([O:30][CH3:31])=[C:26]([O:32][CH3:33])[CH:25]=3)=[CH:20][CH:21]=2)[CH2:13][CH2:12]1)=[O:9])[CH2:5][CH3:6])[CH3:3], predict the reaction product. The product is: [ClH:1].[CH2:2]([N:4]([CH2:7][C:8]([O:10][CH:11]1[CH2:12][CH2:13][N:14]([C:17]2[S:18][C:19](/[CH:22]=[C:23](\[C:34]#[N:35])/[C:24]3[CH:29]=[CH:28][C:27]([O:30][CH3:31])=[C:26]([O:32][CH3:33])[CH:25]=3)=[CH:20][CH:21]=2)[CH2:15][CH2:16]1)=[O:9])[CH2:5][CH3:6])[CH3:3].